Dataset: Catalyst prediction with 721,799 reactions and 888 catalyst types from USPTO. Task: Predict which catalyst facilitates the given reaction. (1) Reactant: [C:1]([O-:9])(=[O:8])[C:2]1[CH:7]=[CH:6][CH:5]=[CH:4][CH:3]=1.[C:10]([OH:17])(=[O:16])/[CH:11]=[CH:12]\[C:13]([OH:15])=[O:14]. Product: [C:10]([OH:17])(=[O:16])/[CH:11]=[CH:12]\[C:13]([OH:15])=[O:14].[C:1]([OH:9])(=[O:8])[C:2]1[CH:7]=[CH:6][CH:5]=[CH:4][CH:3]=1. The catalyst class is: 13. (2) Reactant: [O:1]1[C:5]2=[CH:6][N:7]=[CH:8][CH:9]=[C:4]2[CH:3]=[C:2]1[C:10]([O:12]CC)=[O:11].[OH-].[K+].C(O)(=O)C. Product: [O:1]1[C:5]2=[CH:6][N:7]=[CH:8][CH:9]=[C:4]2[CH:3]=[C:2]1[C:10]([OH:12])=[O:11]. The catalyst class is: 776. (3) Reactant: [CH2:1]([OH:8])[CH2:2][CH2:3][CH2:4][CH2:5][CH2:6][OH:7].[C:9]12[C:15](=[CH:16][CH:17]=[CH:18][CH:19]=1)[NH:14]C(=O)[O:12][C:10]2=O.[N:21]12[CH2:28][CH2:27]N(CC1)CC2.[CH3:29][OH:30]. Product: [C:29]([O:7][CH2:6][CH2:5][CH2:4][CH2:3][CH2:2][CH2:1][O:8][C:10](=[O:12])[C:9]1[C:15](=[CH:16][CH:17]=[CH:18][CH:19]=1)[NH2:14])(=[O:30])[C:4]1[C:28](=[CH:27][CH:1]=[CH:2][CH:3]=1)[NH2:21]. The catalyst class is: 35. (4) Reactant: [I-].[C:2]([C@@H:4]1[CH2:8][C@H:7]([F:9])[CH2:6][N:5]1[C:10](N1C=C[N+](C)=C1)=[O:11])#[N:3].[NH:18]1[CH2:23][CH2:22][CH2:21][C@@H:20]([NH:24][C:25]2[CH:30]=[CH:29][N:28]=[C:27]([C:31]3[N:35]4[CH:36]=[C:37]([C:40]#[N:41])[CH:38]=[CH:39][C:34]4=[N:33][CH:32]=3)[N:26]=2)[CH2:19]1.C(N(CC)CC)C. Product: [C:2]([C@@H:4]1[CH2:8][C@H:7]([F:9])[CH2:6][N:5]1[C:10]([N:18]1[CH2:23][CH2:22][CH2:21][C@@H:20]([NH:24][C:25]2[CH:30]=[CH:29][N:28]=[C:27]([C:31]3[N:35]4[CH:36]=[C:37]([C:40]#[N:41])[CH:38]=[CH:39][C:34]4=[N:33][CH:32]=3)[N:26]=2)[CH2:19]1)=[O:11])#[N:3]. The catalyst class is: 139. (5) Reactant: Cl.[NH2:2][CH2:3][CH2:4][O:5][C:6]1[CH:13]=[C:12]([Br:14])[CH:11]=[CH:10][C:7]=1[C:8]#[N:9].C[Al](C)C. Product: [Br:14][C:12]1[CH:11]=[CH:10][C:7]2[C:8](=[NH:9])[NH:2][CH2:3][CH2:4][O:5][C:6]=2[CH:13]=1. The catalyst class is: 11. (6) Reactant: [CH3:1][O:2][C:3]([N:5]([C:27]1[CH:32]=[CH:31][CH:30]=[CH:29][CH:28]=1)[NH:6][C:7]([C:9]1[C:18]2[C:13](=[CH:14][CH:15]=[CH:16][C:17]=2C)[N:12]=[C:11]([C:20]2[CH:25]=[CH:24][CH:23]=[CH:22][CH:21]=2)[C:10]=1[OH:26])=[O:8])=[O:4].C([O-])([O-])=O.[K+].[K+].Cl.Cl[CH2:41][CH2:42][N:43]1[CH2:48][CH2:47][O:46][CH2:45][CH2:44]1.[I-].[Na+]. Product: [CH3:1][O:2][C:3]([N:5]([C:27]1[CH:28]=[CH:29][CH:30]=[CH:31][CH:32]=1)[NH:6][C:7]([C:9]1[C:18]2[C:13](=[CH:14][CH:15]=[CH:16][CH:17]=2)[N:12]=[C:11]([C:20]2[CH:25]=[CH:24][CH:23]=[CH:22][CH:21]=2)[C:10]=1[O:26][CH2:41][CH2:42][N:43]1[CH2:48][CH2:47][O:46][CH2:45][CH2:44]1)=[O:8])=[O:4]. The catalyst class is: 1. (7) Reactant: [CH3:1][C:2]([C:5]1[CH:9]=[C:8]([C:10](Cl)=[O:11])[N:7]([CH2:13][CH3:14])[N:6]=1)([CH3:4])[CH3:3].[NH2:15][C:16]1[CH:17]=[C:18]([CH:24]=[CH:25][C:26]=1[F:27])[C:19]([N:21]([CH3:23])[CH3:22])=[O:20].C(N(CC)C(C)C)(C)C. Product: [CH3:22][N:21]([CH3:23])[C:19]([C:18]1[CH:24]=[CH:25][C:26]([F:27])=[C:16]([NH:15][C:10]([C:8]2[N:7]([CH2:13][CH3:14])[N:6]=[C:5]([C:2]([CH3:4])([CH3:3])[CH3:1])[CH:9]=2)=[O:11])[CH:17]=1)=[O:20]. The catalyst class is: 4. (8) Reactant: C[O:2][C:3]([C:5]1[NH:6][C:7]2[CH:8]=[C:9]([NH:19][C:20]([O:22][C:23]([CH3:26])([CH3:25])[CH3:24])=[O:21])[CH:10]=[C:11]3[C:17](=[O:18])[NH:16][N:15]=[CH:14][C:13]=1[C:12]=23)=O.C(N(CC)CC)C.[CH3:34][N:35]([CH3:39])[CH2:36][CH2:37][NH2:38]. Product: [C:23]([O:22][C:20](=[O:21])[NH:19][C:9]1[CH:10]=[C:11]2[C:17](=[O:18])[NH:16][N:15]=[CH:14][C:13]3=[C:5]([C:3](=[O:2])[NH:38][CH2:37][CH2:36][N:35]([CH3:39])[CH3:34])[NH:6][C:7]([CH:8]=1)=[C:12]23)([CH3:24])([CH3:25])[CH3:26]. The catalyst class is: 423.